The task is: Regression. Given a peptide amino acid sequence and an MHC pseudo amino acid sequence, predict their binding affinity value. This is MHC class I binding data.. This data is from Peptide-MHC class I binding affinity with 185,985 pairs from IEDB/IMGT. (1) The peptide sequence is REVFYFGKF. The MHC is HLA-A31:01 with pseudo-sequence HLA-A31:01. The binding affinity (normalized) is 0.0847. (2) The MHC is HLA-B48:01 with pseudo-sequence HLA-B48:01. The binding affinity (normalized) is 0.0847. The peptide sequence is LTFLHTLYK. (3) The MHC is HLA-A31:01 with pseudo-sequence HLA-A31:01. The binding affinity (normalized) is 0.660. The peptide sequence is KLIHEWCCR. (4) The peptide sequence is LARFPCNVI. The MHC is HLA-A02:19 with pseudo-sequence HLA-A02:19. The binding affinity (normalized) is 0.0847. (5) The peptide sequence is LMAEDLANV. The MHC is HLA-B58:01 with pseudo-sequence HLA-B58:01. The binding affinity (normalized) is 0.0847. (6) The peptide sequence is QLTPHTKAV. The binding affinity (normalized) is 0. The MHC is HLA-A29:02 with pseudo-sequence HLA-A29:02.